Predict the product of the given reaction. From a dataset of Forward reaction prediction with 1.9M reactions from USPTO patents (1976-2016). (1) Given the reactants [Br:1][C:2]1[CH:10]=[C:9]([N+:11]([O-:13])=[O:12])[CH:8]=[CH:7][C:3]=1[C:4]([OH:6])=O.[Cl:14][C:15](N(C)C)=C(C)C, predict the reaction product. The product is: [Br:1][C:2]1[CH:10]=[C:9]([N+:11]([O-:13])=[O:12])[CH:8]=[CH:7][C:3]=1[C:4](=[O:6])[CH2:15][Cl:14]. (2) Given the reactants C[O:2][C:3]1[CH:8]=[CH:7][C:6]([N+:9]([O-:11])=[O:10])=[CH:5][C:4]=1[C:12]([F:15])([F:14])[F:13].[Cl-].[Li+].[OH-].[Na+], predict the reaction product. The product is: [N+:9]([C:6]1[CH:7]=[CH:8][C:3]([OH:2])=[C:4]([C:12]([F:13])([F:14])[F:15])[CH:5]=1)([O-:11])=[O:10]. (3) The product is: [C:37]([CH2:38][NH:43][C:19]([C:5]1[C:6](=[O:18])[N:7]([C:8]2[CH:13]=[CH:12][CH:11]=[C:10]([C:14]([F:17])([F:15])[F:16])[CH:9]=2)[C:2]([CH3:1])=[C:3]([C:22]2[N:23]([CH3:27])[N:24]=[CH:25][CH:26]=2)[CH:4]=1)=[O:21])#[N:36]. Given the reactants [CH3:1][C:2]1[N:7]([C:8]2[CH:13]=[CH:12][CH:11]=[C:10]([C:14]([F:17])([F:16])[F:15])[CH:9]=2)[C:6](=[O:18])[C:5]([C:19]([OH:21])=O)=[CH:4][C:3]=1[C:22]1[N:23]([CH3:27])[N:24]=[CH:25][CH:26]=1.CN(C(O[N:36]1N=[N:43][C:38]2C=CC=C[C:37]1=2)=[N+](C)C)C.F[P-](F)(F)(F)(F)F.CCN(C(C)C)C(C)C.Cl.NCC#N, predict the reaction product. (4) Given the reactants Cl[C:2]1[C:11]2[C:6](=[CH:7][C:8]([OH:30])=[C:9]([C:12]3[N:13]=[N:14][C:15]([N:18]([CH3:29])[CH:19]4[CH2:24][C:23]([CH3:26])([CH3:25])[NH:22][C:21]([CH3:28])([CH3:27])[CH2:20]4)=[CH:16][CH:17]=3)[CH:10]=2)[N:5]=[C:4]([CH3:31])[CH:3]=1.[NH:32]1[CH2:36][CH2:35][CH2:34][CH2:33]1.Cl, predict the reaction product. The product is: [CH3:31][C:4]1[CH:3]=[C:2]([N:32]2[CH2:36][CH2:35][CH2:34][CH2:33]2)[C:11]2[C:6](=[CH:7][C:8]([OH:30])=[C:9]([C:12]3[N:13]=[N:14][C:15]([N:18]([CH3:29])[CH:19]4[CH2:20][C:21]([CH3:28])([CH3:27])[NH:22][C:23]([CH3:26])([CH3:25])[CH2:24]4)=[CH:16][CH:17]=3)[CH:10]=2)[N:5]=1. (5) Given the reactants [Cl:1][C:2]1[CH:3]=[CH:4][C:5]([O:26][CH2:27][C:28]2[CH:33]=[CH:32][C:31]([Cl:34])=[CH:30][C:29]=2[F:35])=[C:6]([CH:25]=1)[CH2:7][N:8]1[C:16]2[CH:15]=[CH:14][CH:13]=[C:12]([C:17]([O:19][CH3:20])=[O:18])[C:11]=2[C:10]([CH:21]=[CH:22][O:23]C)=[CH:9]1.O, predict the reaction product. The product is: [Cl:1][C:2]1[CH:3]=[CH:4][C:5]([O:26][CH2:27][C:28]2[CH:33]=[CH:32][C:31]([Cl:34])=[CH:30][C:29]=2[F:35])=[C:6]([CH:25]=1)[CH2:7][N:8]1[C:16]2[CH:15]=[CH:14][CH:13]=[C:12]([C:17]([O:19][CH3:20])=[O:18])[C:11]=2[C:10]([CH2:21][CH:22]=[O:23])=[CH:9]1. (6) Given the reactants Br[C:2]1[C:3]([CH3:9])=[C:4]([C:7]#[N:8])[S:5][CH:6]=1.[CH:10]([B-](F)(F)F)=[CH2:11].[K+], predict the reaction product. The product is: [CH:10]([C:2]1[C:3]([CH3:9])=[C:4]([C:7]#[N:8])[S:5][CH:6]=1)=[CH2:11]. (7) The product is: [CH3:16][C:17]1[C:18]([N:24]2[CH2:25][CH2:26][N:27]([C:11]([C:10]3[CH:9]=[CH:8][C:7]([N:3]4[C:2](=[O:1])[CH2:6][S:5][CH2:4]4)=[CH:15][CH:14]=3)=[O:13])[CH2:28][CH2:29]2)=[N:19][CH:20]=[C:21]([CH3:23])[CH:22]=1. Given the reactants [O:1]=[C:2]1[CH2:6][S:5][CH2:4][N:3]1[C:7]1[CH:15]=[CH:14][C:10]([C:11]([OH:13])=O)=[CH:9][CH:8]=1.[CH3:16][C:17]1[C:18]([N:24]2[CH2:29][CH2:28][NH:27][CH2:26][CH2:25]2)=[N:19][CH:20]=[C:21]([CH3:23])[CH:22]=1, predict the reaction product. (8) Given the reactants [CH3:1][C@H:2]1[CH2:7][N:6]([CH2:8][C:9]2[CH:14]=[CH:13][C:12]([NH:15][CH3:16])=[CH:11][CH:10]=2)[CH2:5][CH2:4][N:3]1C(OC(C)(C)C)=O.[C:24]([O-:27])(O)=[O:25].[Na+].[C:29](Cl)(Cl)=[O:30].[C:33]1([CH3:39])[CH:38]=CC=C[CH:34]=1.[F:40][C:41]1[CH:42]=[C:43]([NH:47][CH:48]2[CH2:53][CH2:52][NH:51][CH2:50][CH2:49]2)[CH:44]=[CH:45][CH:46]=1.C(N(CC)CC)C.C(O)C(N)(CO)CO, predict the reaction product. The product is: [F:40][C:41]1[CH:42]=[C:43]([NH:47][CH:48]2[CH2:53][CH2:52][N:51]([C:29]([N:15]([CH3:16])[C:12]3[CH:11]=[CH:10][C:9]([CH2:8][N:6]4[CH2:5][CH2:4][N:3]([C:24]([O:27][C:33]([CH3:39])([CH3:38])[CH3:34])=[O:25])[C@@H:2]([CH3:1])[CH2:7]4)=[CH:14][CH:13]=3)=[O:30])[CH2:50][CH2:49]2)[CH:44]=[CH:45][CH:46]=1. (9) Given the reactants [Si]([O:8]/[N:9]=[C:10]1\[CH2:11][CH2:12][C:13]2[C:18]\1=[CH:17][CH:16]=[C:15]([NH:19][C:20]1[C:28]3[C:23](=[CH:24][N:25]=[CH:26][CH:27]=3)[S:22][C:21]=1[C:29]([O:31][CH2:32][CH3:33])=[O:30])[CH:14]=2)(C(C)(C)C)(C)C.CCCC[N+](CCCC)(CCCC)CCCC.[F-], predict the reaction product. The product is: [OH:8]/[N:9]=[C:10]1\[CH2:11][CH2:12][C:13]2[C:18]\1=[CH:17][CH:16]=[C:15]([NH:19][C:20]1[C:28]3[C:23](=[CH:24][N:25]=[CH:26][CH:27]=3)[S:22][C:21]=1[C:29]([O:31][CH2:32][CH3:33])=[O:30])[CH:14]=2.